From a dataset of Experimentally validated miRNA-target interactions with 360,000+ pairs, plus equal number of negative samples. Binary Classification. Given a miRNA mature sequence and a target amino acid sequence, predict their likelihood of interaction. (1) The miRNA is hsa-miR-31-5p with sequence AGGCAAGAUGCUGGCAUAGCU. The protein sequence of the target gene is MKDKRKKKDRTWAEAARLALEKHPNSPMTAKQILEVIQKEGLKETGTSPLACLNAMLHTNTRVGDGTFFKIPGKSGLYALRKEESSCPVDGTLDLVVDPDLDGAEMAEASANGEENRVCTKQVTDEVSSTRDCSLTNTAVQSKLVSSFQQHTKKALKQALRQQQKRRNGVSMMVNKTVPRVVLTPLKVSDEQSDSPSGSESKNGEADSSDKEMKHGQKSPTGKQTSQHLKRLKKSGLGHLKWTKAEDIDIETPGSILVNTNLRALINKHTFASFPQHFQQYLLLLLPEVDRQMGSDGILR.... Result: 0 (no interaction). (2) The miRNA is hsa-miR-624-5p with sequence UAGUACCAGUACCUUGUGUUCA. Result: 0 (no interaction). The protein sequence of the target gene is MDFQERDPPFLPESAQSSKPSSAQQASELWEVVEEPRVRLGTEGVMPERQEGHLLKKRKWPLKGWHKRYFVLEDGILHYATTRQDITKGKLHGSIDVRLSVMSINKKAQRIDLDTEDNIYHLKIKSQDLFQSWVAQLRAHRLAHRLDMPRGSLPSTAHRKVPGAQLPTAATASALPGLGPREKVSSWLRDSDGLDRCSHELSECQGKLQELHRLLQSLESLHRIPSAPVIPTHQASVTTERPKKGKRTSRMWCTQSFAKDDTIGRVGRLHGSVPNLSRYLESRDSSGTRGLPPTDYAHLQ.... (3) The miRNA is hsa-miR-3618 with sequence UGUCUACAUUAAUGAAAAGAGC. The protein sequence of the target gene is MALLSTVRGATWGRLVTRHFSHAARHGERPGGEELSRLLLDDLVPTSRLELLFGMTPCLLALQAARRSVARLLLQAGKAGLQGKRAELLRMAEARDIPVLRPRRQKLDTMCRYQVHQGVCMEVSPLRPRPWREAGEASPGDDPQQLWLVLDGIQDPRNFGAVLRSAHFLGVDKVITSRRNSCPLTPVVSKSSAGAMEVMDVFSTDDLTGFLQTKAQQGWLVAGTVGCPSTEDPQSSEIPIMSCLEFLWERPTLLVLGNEGSGLSQEVQASCQLLLTILPRRQLPPGLESLNVSVAAGILL.... Result: 0 (no interaction). (4) The miRNA is hsa-miR-4694-5p with sequence AGGUGUUAUCCUAUCCAUUUGC. The protein sequence of the target gene is MASPGKDNYRMKSYKNKALNPQEMRRRREEEGIQLRKQKREEQLFKRRNVYLPRNDESMLESPIQDPDISSTVPIPEEEVVTTDMVQMIFSNNADQQLTATQKFRKLLSKEPNPPIDQVIQKPGVVQRFVKFLERNENCTLQFEAAWALTNIASGTFLHTKVVIETGAVPIFIKLLNSEHEDVQEQAVWALGNIAGDNAECRDFVLNCEILPPLLELLTNSNRLTTTRNAVWALSNLCRGKNPPPNFSKVSPCLNVLSRLLFSSDPDVLADVCWALSYLSDGPNDKIQAVIDSGVCRRLV.... Result: 0 (no interaction). (5) The miRNA is hsa-miR-6787-5p with sequence UGGCGGGGGUAGAGCUGGCUGC. The protein sequence of the target gene is MAAAALRSGWCRCPRRCLGSGIQFLSSHNLPHGSTYQMRRPGGELPLSKSYSSGNRKGFLSGLLDNVKQELAKNKEMKESIKKFRDEARRLEESDVLQEARRKYKTIESETVRTSEVLRKKLGELTGTVKESLHEVSKSDLGRKIKEGVEEAAKTAKQSAESVSKGGEKLGRTAAFRALSQGVESVKKEIDDSVLGQTGPYRRPQRLRKRTEFAGDKFKEEKVFEPNEEALGVVLHKDSKWYQQWKDFKENNVVFNRFFEMKMKYDESDNAFIRASRALTDKVTDLLGGLFSKTEMSEVL.... Result: 0 (no interaction).